The task is: Regression. Given two drug SMILES strings and cell line genomic features, predict the synergy score measuring deviation from expected non-interaction effect.. This data is from NCI-60 drug combinations with 297,098 pairs across 59 cell lines. (1) Drug 1: CS(=O)(=O)C1=CC(=C(C=C1)C(=O)NC2=CC(=C(C=C2)Cl)C3=CC=CC=N3)Cl. Drug 2: C1=C(C(=O)NC(=O)N1)F. Cell line: HCC-2998. Synergy scores: CSS=26.8, Synergy_ZIP=-1.48, Synergy_Bliss=-5.58, Synergy_Loewe=-4.96, Synergy_HSA=-3.71. (2) Drug 1: C1=CC(=CC=C1CCC2=CNC3=C2C(=O)NC(=N3)N)C(=O)NC(CCC(=O)O)C(=O)O. Drug 2: CC(CN1CC(=O)NC(=O)C1)N2CC(=O)NC(=O)C2. Cell line: TK-10. Synergy scores: CSS=32.7, Synergy_ZIP=-6.09, Synergy_Bliss=-10.2, Synergy_Loewe=-13.1, Synergy_HSA=-7.89. (3) Drug 1: CC1=CC=C(C=C1)C2=CC(=NN2C3=CC=C(C=C3)S(=O)(=O)N)C(F)(F)F. Drug 2: C1=CC=C(C(=C1)C(C2=CC=C(C=C2)Cl)C(Cl)Cl)Cl. Cell line: A549. Synergy scores: CSS=-2.00, Synergy_ZIP=2.21, Synergy_Bliss=1.52, Synergy_Loewe=-2.74, Synergy_HSA=-2.41. (4) Drug 1: CC1=C2C(C(=O)C3(C(CC4C(C3C(C(C2(C)C)(CC1OC(=O)C(C(C5=CC=CC=C5)NC(=O)C6=CC=CC=C6)O)O)OC(=O)C7=CC=CC=C7)(CO4)OC(=O)C)O)C)OC(=O)C. Drug 2: C1CN(P(=O)(OC1)NCCCl)CCCl. Cell line: SNB-75. Synergy scores: CSS=22.7, Synergy_ZIP=-5.60, Synergy_Bliss=0.626, Synergy_Loewe=-29.5, Synergy_HSA=1.19. (5) Drug 1: CN(C)N=NC1=C(NC=N1)C(=O)N. Synergy scores: CSS=-3.22, Synergy_ZIP=2.02, Synergy_Bliss=2.26, Synergy_Loewe=-2.49, Synergy_HSA=-3.20. Cell line: SF-268. Drug 2: C1=CC=C(C(=C1)C(C2=CC=C(C=C2)Cl)C(Cl)Cl)Cl.